From a dataset of Reaction yield outcomes from USPTO patents with 853,638 reactions. Predict the reaction yield, written as a fraction of the theoretical maximum amount of product (1.0 means a 100% yield; for example, 0.34 means a 34% yield). (1) The reactants are [NH2:1][C:2]1[CH:3]=[CH:4][N:5]([CH3:27])[C:6]2[C:7]=1[CH:8]=[N:9][C:10]1[N:19]([C:20]3[CH:25]=[CH:24][C:23]([Cl:26])=[CH:22][CH:21]=3)[CH2:18][CH:17]=[C:12]3[NH:13][C:14](=[O:16])[C:15]=2[C:11]=13.C(N(CC)CC)C.[C:35](Cl)(=[O:37])[CH3:36]. The catalyst is ClCCl. The product is [Cl:26][C:23]1[CH:24]=[CH:25][C:20]([N:19]2[C:10]3=[C:11]4[C:15](=[C:6]5[N:5]([CH3:27])[CH:4]=[CH:3][C:2]([NH:1][C:35](=[O:37])[CH3:36])=[C:7]5[CH:8]=[N:9]3)[C:14](=[O:16])[NH:13][C:12]4=[CH:17][CH2:18]2)=[CH:21][CH:22]=1. The yield is 0.673. (2) The reactants are [Br:1][C:2]1[CH:3]=[C:4]2[C:8](=[CH:9][CH:10]=1)[CH:7]([OH:11])[CH2:6][CH2:5]2.C(N(CC)CC)C.[Si:19](Cl)([C:22]([CH3:25])([CH3:24])[CH3:23])([CH3:21])[CH3:20]. The catalyst is CN(C)C=O.CN(C)C1C=CN=CC=1.CCOCC. The product is [Br:1][C:2]1[CH:3]=[C:4]2[C:8](=[CH:9][CH:10]=1)[CH:7]([O:11][Si:19]([C:22]([CH3:25])([CH3:24])[CH3:23])([CH3:21])[CH3:20])[CH2:6][CH2:5]2. The yield is 0.980. (3) The reactants are [CH3:1][Si](Cl)(C)C.[NH2:6][C:7]1[C:15]([N+:16]([O-:18])=[O:17])=[CH:14][C:10]([C:11]([OH:13])=[O:12])=[C:9]([F:19])[C:8]=1[F:20]. The catalyst is CO. The product is [NH2:6][C:7]1[C:15]([N+:16]([O-:18])=[O:17])=[CH:14][C:10]([C:11]([O:13][CH3:1])=[O:12])=[C:9]([F:19])[C:8]=1[F:20]. The yield is 0.920. (4) The reactants are [N:1]1[C:10]2[C:5](=[CH:6][C:7]([CH2:11][N:12]3[C:16]4=[N:17][C:18]([C:21](=O)[CH3:22])=[CH:19][N:20]=[C:15]4[N:14]=[N:13]3)=[CH:8][CH:9]=2)[CH:4]=[CH:3][CH:2]=1.Cl.Cl.[NH:26]1[CH2:30][CH2:29][C@@H:28]([O:31][NH2:32])[CH2:27]1. No catalyst specified. The product is [NH:26]1[CH2:30][CH2:29][C@@H:28]([O:31]/[N:32]=[C:21](/[C:18]2[N:17]=[C:16]3[N:12]([CH2:11][C:7]4[CH:6]=[C:5]5[C:10](=[CH:9][CH:8]=4)[N:1]=[CH:2][CH:3]=[CH:4]5)[N:13]=[N:14][C:15]3=[N:20][CH:19]=2)\[CH3:22])[CH2:27]1. The yield is 0.600. (5) The reactants are [Br:1][C:2]1[CH:6]=[N:5][N:4]([CH3:7])[C:3]=1[C:8]1[CH:9]=[C:10]([NH2:18])[CH:11]=[CH:12][C:13]=1[O:14][CH:15]([CH3:17])[CH3:16].[F:19][C:20]1[CH:25]=[CH:24][C:23]([N:26]=[C:27]=[O:28])=[CH:22][CH:21]=1. The catalyst is C(Cl)Cl. The product is [Br:1][C:2]1[CH:6]=[N:5][N:4]([CH3:7])[C:3]=1[C:8]1[CH:9]=[C:10]([NH:18][C:27]([NH:26][C:23]2[CH:24]=[CH:25][C:20]([F:19])=[CH:21][CH:22]=2)=[O:28])[CH:11]=[CH:12][C:13]=1[O:14][CH:15]([CH3:16])[CH3:17]. The yield is 0.380.